From a dataset of Forward reaction prediction with 1.9M reactions from USPTO patents (1976-2016). Predict the product of the given reaction. (1) Given the reactants [CH:1]1([C:7]2[C:15]3[C:10](=[CH:11][C:12]([C:16]([O:18]C)=[O:17])=[CH:13][CH:14]=3)[N:9](C(OC(C)(C)C)=O)[C:8]=2[C:27]2[CH:32]=[CH:31][CH:30]=[C:29]([CH2:33][CH2:34][N:35]([CH3:37])[CH3:36])[CH:28]=2)[CH2:6][CH2:5][CH2:4][CH2:3][CH2:2]1.C(O)(C(F)(F)F)=O.C(Cl)Cl.[H-].[Na+].Cl[CH2:51][C:52]([N:54]([CH3:56])[CH3:55])=[O:53].B(Br)(Br)Br, predict the reaction product. The product is: [CH:1]1([C:7]2[C:15]3[C:10](=[CH:11][C:12]([C:16]([OH:18])=[O:17])=[CH:13][CH:14]=3)[N:9]([CH2:51][C:52]([N:54]([CH3:56])[CH3:55])=[O:53])[C:8]=2[C:27]2[CH:32]=[CH:31][CH:30]=[C:29]([CH2:33][CH2:34][N:35]([CH3:36])[CH3:37])[CH:28]=2)[CH2:2][CH2:3][CH2:4][CH2:5][CH2:6]1. (2) Given the reactants [CH3:1][O:2][C:3](=[O:16])[C:4]1[CH:12]=[CH:11][C:7]([C:8]([OH:10])=[O:9])=[CH:6][C:5]=1[N+:13]([O-:15])=[O:14].[CH3:17][C:18](=[CH2:20])[CH3:19], predict the reaction product. The product is: [CH3:1][O:2][C:3](=[O:16])[C:4]1[CH:12]=[CH:11][C:7]([C:8]([O:10][C:18]([CH3:20])([CH3:19])[CH3:17])=[O:9])=[CH:6][C:5]=1[N+:13]([O-:15])=[O:14]. (3) Given the reactants [CH3:1][C:2]1([CH3:17])[NH:8][CH2:7][C:6]2[CH:9]=[CH:10][C:11]([C:13]([O:15][CH3:16])=[O:14])=[CH:12][C:5]=2[O:4][CH2:3]1.N1C=CC=CC=1.[CH3:24][C:25]1([C:29](Cl)=[O:30])[CH2:28][CH2:27][CH2:26]1, predict the reaction product. The product is: [CH3:1][C:2]1([CH3:17])[N:8]([C:29]([C:25]2([CH3:24])[CH2:28][CH2:27][CH2:26]2)=[O:30])[CH2:7][C:6]2[CH:9]=[CH:10][C:11]([C:13]([O:15][CH3:16])=[O:14])=[CH:12][C:5]=2[O:4][CH2:3]1. (4) The product is: [Br:20][C:15]1[CH:14]=[N:13][C:12]2[N:8]([CH2:7][C:6]3[CH:5]=[CH:4][C:3]([O:2][CH3:1])=[CH:19][CH:18]=3)[N:9]=[CH:10][C:11]=2[C:16]=1[OH:17]. Given the reactants [CH3:1][O:2][C:3]1[CH:19]=[CH:18][C:6]([CH2:7][N:8]2[C:12]3[N:13]=[CH:14][CH:15]=[C:16]([OH:17])[C:11]=3[CH:10]=[N:9]2)=[CH:5][CH:4]=1.[Br:20]Br, predict the reaction product. (5) Given the reactants C([O:3][P:4]([N:9]([S:16]([C:19]1[CH:20]=[N:21][CH:22]=[C:23]([C:25]2[N:34]=[C:33]([NH:35][CH2:36][C:37]3[CH:42]=[CH:41][CH:40]=[CH:39][N:38]=3)[C:32]3[C:27](=[CH:28][CH:29]=[CH:30][C:31]=3[C:43]3[CH:48]=[CH:47][CH:46]=[CH:45][CH:44]=3)[N:26]=2)[CH:24]=1)(=[O:18])=[O:17])[P:10](=[O:15])([OH:14])[O:11]CC)([O:6]CC)=[O:5])C.I[Si](C)(C)C, predict the reaction product. The product is: [C:43]1([C:31]2[CH:30]=[CH:29][CH:28]=[C:27]3[C:32]=2[C:33]([NH:35][CH2:36][C:37]2[CH:42]=[CH:41][CH:40]=[CH:39][N:38]=2)=[N:34][C:25]([C:23]2[CH:24]=[C:19]([S:16]([N:9]([P:4]([OH:5])([OH:6])=[O:3])[P:10](=[O:11])([OH:15])[OH:14])(=[O:18])=[O:17])[CH:20]=[N:21][CH:22]=2)=[N:26]3)[CH:44]=[CH:45][CH:46]=[CH:47][CH:48]=1. (6) Given the reactants C[O:2][C:3]([CH:5]1[CH2:9][CH2:8][CH2:7][N:6]1[CH2:10][C@@H:11]1[C@@H:16]([OH:17])[C@H:15]([OH:18])[C@@H:14]([OH:19])[C@H:13]([C:20]2[CH:25]=[CH:24][C:23]([Cl:26])=[C:22]([CH2:27][C:28]3[CH:33]=[CH:32][C:31]([O:34][CH2:35][CH3:36])=[CH:30][CH:29]=3)[CH:21]=2)[O:12]1)=[O:4].[Li+].[OH-], predict the reaction product. The product is: [Cl:26][C:23]1[CH:24]=[CH:25][C:20]([C@@H:13]2[O:12][C@H:11]([CH2:10][N:6]3[CH2:7][CH2:8][CH2:9][CH:5]3[C:3]([OH:4])=[O:2])[C@@H:16]([OH:17])[C@H:15]([OH:18])[C@H:14]2[OH:19])=[CH:21][C:22]=1[CH2:27][C:28]1[CH:29]=[CH:30][C:31]([O:34][CH2:35][CH3:36])=[CH:32][CH:33]=1.